Task: Predict the reactants needed to synthesize the given product.. Dataset: Full USPTO retrosynthesis dataset with 1.9M reactions from patents (1976-2016) Given the product [CH3:1][C:2]1[C:6]([C:7]([NH:9][N:10]2[CH2:11][CH2:12][CH2:13][CH2:14][CH2:15]2)=[O:8])=[N:5][N:4]([C:16]2[CH:17]=[CH:18][C:19]([Cl:23])=[CH:20][C:21]=2[Cl:22])[C:3]=1[C:24]1[CH:25]=[CH:26][C:27]([Cl:30])=[CH:28][CH:29]=1.[ClH:22], predict the reactants needed to synthesize it. The reactants are: [CH3:1][C:2]1[C:6]([C:7]([NH:9][N:10]2[CH2:15][CH2:14][CH2:13][CH2:12][CH2:11]2)=[O:8])=[N:5][N:4]([C:16]2[CH:17]=[CH:18][C:19]([Cl:23])=[CH:20][C:21]=2[Cl:22])[C:3]=1[C:24]1[CH:25]=[CH:26][C:27]([Cl:30])=[CH:28][CH:29]=1.O.CO.